Dataset: NCI-60 drug combinations with 297,098 pairs across 59 cell lines. Task: Regression. Given two drug SMILES strings and cell line genomic features, predict the synergy score measuring deviation from expected non-interaction effect. (1) Drug 1: CC1=CC2C(CCC3(C2CCC3(C(=O)C)OC(=O)C)C)C4(C1=CC(=O)CC4)C. Drug 2: C1=NC2=C(N1)C(=S)N=C(N2)N. Cell line: LOX IMVI. Synergy scores: CSS=30.6, Synergy_ZIP=0.824, Synergy_Bliss=-3.27, Synergy_Loewe=-27.6, Synergy_HSA=-2.49. (2) Drug 1: C1CN(CCN1C(=O)CCBr)C(=O)CCBr. Drug 2: C(CN)CNCCSP(=O)(O)O. Cell line: PC-3. Synergy scores: CSS=26.5, Synergy_ZIP=-3.56, Synergy_Bliss=1.96, Synergy_Loewe=-14.0, Synergy_HSA=-0.386. (3) Drug 1: C1=CC=C(C=C1)NC(=O)CCCCCCC(=O)NO. Drug 2: CC1C(C(CC(O1)OC2CC(CC3=C2C(=C4C(=C3O)C(=O)C5=C(C4=O)C(=CC=C5)OC)O)(C(=O)CO)O)N)O.Cl. Cell line: OVCAR-4. Synergy scores: CSS=27.4, Synergy_ZIP=-0.696, Synergy_Bliss=1.06, Synergy_Loewe=2.79, Synergy_HSA=3.63. (4) Drug 1: CC1=C(N=C(N=C1N)C(CC(=O)N)NCC(C(=O)N)N)C(=O)NC(C(C2=CN=CN2)OC3C(C(C(C(O3)CO)O)O)OC4C(C(C(C(O4)CO)O)OC(=O)N)O)C(=O)NC(C)C(C(C)C(=O)NC(C(C)O)C(=O)NCCC5=NC(=CS5)C6=NC(=CS6)C(=O)NCCC[S+](C)C)O. Drug 2: C1C(C(OC1N2C=NC3=C2NC=NCC3O)CO)O. Cell line: M14. Synergy scores: CSS=26.9, Synergy_ZIP=-0.0772, Synergy_Bliss=-1.79, Synergy_Loewe=-4.89, Synergy_HSA=-1.60. (5) Drug 1: C1=C(C(=O)NC(=O)N1)N(CCCl)CCCl. Drug 2: CCC1(C2=C(COC1=O)C(=O)N3CC4=CC5=C(C=CC(=C5CN(C)C)O)N=C4C3=C2)O.Cl. Cell line: UO-31. Synergy scores: CSS=22.4, Synergy_ZIP=-8.41, Synergy_Bliss=-3.71, Synergy_Loewe=-1.86, Synergy_HSA=-0.570. (6) Drug 1: CCC(=C(C1=CC=CC=C1)C2=CC=C(C=C2)OCCN(C)C)C3=CC=CC=C3.C(C(=O)O)C(CC(=O)O)(C(=O)O)O. Drug 2: CN(CCCl)CCCl.Cl. Cell line: HOP-62. Synergy scores: CSS=11.7, Synergy_ZIP=-7.22, Synergy_Bliss=-8.06, Synergy_Loewe=-12.2, Synergy_HSA=-7.04. (7) Cell line: SK-MEL-5. Drug 1: C1=CC(=CC=C1C#N)C(C2=CC=C(C=C2)C#N)N3C=NC=N3. Synergy scores: CSS=2.71, Synergy_ZIP=0.382, Synergy_Bliss=-4.12, Synergy_Loewe=-1.04, Synergy_HSA=-7.05. Drug 2: C1=CN(C=N1)CC(O)(P(=O)(O)O)P(=O)(O)O. (8) Cell line: SF-539. Drug 2: CC(C)CN1C=NC2=C1C3=CC=CC=C3N=C2N. Synergy scores: CSS=29.5, Synergy_ZIP=-0.120, Synergy_Bliss=0.0843, Synergy_Loewe=-7.85, Synergy_HSA=-4.67. Drug 1: CC1C(C(CC(O1)OC2CC(CC3=C2C(=C4C(=C3O)C(=O)C5=C(C4=O)C(=CC=C5)OC)O)(C(=O)CO)O)N)O.Cl. (9) Drug 1: CC1=C2C(C(=O)C3(C(CC4C(C3C(C(C2(C)C)(CC1OC(=O)C(C(C5=CC=CC=C5)NC(=O)OC(C)(C)C)O)O)OC(=O)C6=CC=CC=C6)(CO4)OC(=O)C)OC)C)OC. Drug 2: CCN(CC)CCNC(=O)C1=C(NC(=C1C)C=C2C3=C(C=CC(=C3)F)NC2=O)C. Cell line: COLO 205. Synergy scores: CSS=48.4, Synergy_ZIP=3.36, Synergy_Bliss=-0.168, Synergy_Loewe=-39.0, Synergy_HSA=-2.18.